Dataset: Peptide-MHC class II binding affinity with 134,281 pairs from IEDB. Task: Regression. Given a peptide amino acid sequence and an MHC pseudo amino acid sequence, predict their binding affinity value. This is MHC class II binding data. (1) The peptide sequence is AAEILRPTKRFPPALPIWAR. The MHC is DRB1_0802 with pseudo-sequence DRB1_0802. The binding affinity (normalized) is 0.683. (2) The peptide sequence is YFRNEQSIPPLIQKY. The MHC is DRB1_1501 with pseudo-sequence DRB1_1501. The binding affinity (normalized) is 0.553. (3) The peptide sequence is EGAIVGEISPLPSLPGHTD. The MHC is DRB5_0101 with pseudo-sequence DRB5_0101. The binding affinity (normalized) is 0.349. (4) The peptide sequence is TDKFLANVSTVLTGK. The MHC is DRB1_0701 with pseudo-sequence DRB1_0701. The binding affinity (normalized) is 0.673.